This data is from Catalyst prediction with 721,799 reactions and 888 catalyst types from USPTO. The task is: Predict which catalyst facilitates the given reaction. (1) Reactant: [F:1][C:2]1[CH:8]=[C:7]([I:9])[CH:6]=[CH:5][C:3]=1[NH2:4].Cl.[N:11]([O-])=O.[Na+].[CH2:15]([O:22][CH2:23][C:24](=[O:29])[CH2:25][C:26](=[O:28])[CH3:27])[C:16]1[CH:21]=[CH:20][CH:19]=[CH:18][CH:17]=1.C([O-])(=O)C.[Na+]. Product: [CH2:15]([O:22][CH2:23][C:24](=[O:29])[C:25](=[N:11][NH:4][C:3]1[CH:5]=[CH:6][C:7]([I:9])=[CH:8][C:2]=1[F:1])[C:26](=[O:28])[CH3:27])[C:16]1[CH:21]=[CH:20][CH:19]=[CH:18][CH:17]=1. The catalyst class is: 72. (2) Reactant: CN(C(ON1N=[N:16][C:11]2[CH:12]=[CH:13][CH:14]=[CH:15][C:10]1=2)=[N+](C)C)C.[B-](F)(F)(F)F.C(N(C(C)C)CC)(C)C.[CH3:32][CH:33]([O:35][C:36]([N:38]1[CH2:43][CH2:42][CH:41]([C:44]([OH:46])=O)[CH2:40][CH2:39]1)=[O:37])[CH3:34].[Br:47]C1N=CC(N)=CC=1. Product: [Br:47][C:14]1[CH:15]=[CH:10][C:11]([NH:16][C:44]([CH:41]2[CH2:42][CH2:43][N:38]([C:36]([O:35][CH:33]([CH3:34])[CH3:32])=[O:37])[CH2:39][CH2:40]2)=[O:46])=[CH:12][CH:13]=1. The catalyst class is: 3.